Dataset: Reaction yield outcomes from USPTO patents with 853,638 reactions. Task: Predict the reaction yield, written as a fraction of the theoretical maximum amount of product (1.0 means a 100% yield; for example, 0.34 means a 34% yield). (1) The reactants are [NH2:1][C:2]1[C:7]([OH:8])=[C:6]([S:9]([N:12]2[CH2:17][CH2:16][N:15]([CH3:18])[CH2:14][CH2:13]2)(=[O:11])=[O:10])[C:5]([Cl:19])=[CH:4][CH:3]=1.[CH2:20]([O:22][C:23]1[C:24](=O)[C:25](=[O:30])[C:26]=1[O:27]CC)[CH3:21]. The catalyst is C(O)C. The product is [Cl:19][C:5]1[CH:4]=[CH:3][C:2]([NH:1][C:24]2[C:25](=[O:30])[C:26](=[O:27])[C:23]=2[O:22][CH2:20][CH3:21])=[C:7]([OH:8])[C:6]=1[S:9]([N:12]1[CH2:17][CH2:16][N:15]([CH3:18])[CH2:14][CH2:13]1)(=[O:11])=[O:10]. The yield is 0.740. (2) The reactants are B(Br)(Br)Br.[CH2:5]([C:7]1[CH:8]=[CH:9][C:10]([O:19]C)=[C:11]([C:13]2[CH:18]=[CH:17][CH:16]=[CH:15][CH:14]=2)[CH:12]=1)[CH3:6].O. The catalyst is C(Cl)Cl. The product is [CH2:5]([C:7]1[CH:12]=[C:11]([C:13]2[CH:14]=[CH:15][CH:16]=[CH:17][CH:18]=2)[C:10]([OH:19])=[CH:9][CH:8]=1)[CH3:6]. The yield is 0.930.